This data is from Peptide-MHC class I binding affinity with 185,985 pairs from IEDB/IMGT. The task is: Regression. Given a peptide amino acid sequence and an MHC pseudo amino acid sequence, predict their binding affinity value. This is MHC class I binding data. (1) The peptide sequence is LPRPDTRHL. The MHC is HLA-A02:03 with pseudo-sequence HLA-A02:03. The binding affinity (normalized) is 0. (2) The peptide sequence is KTTKSWLQK. The MHC is HLA-A03:01 with pseudo-sequence HLA-A03:01. The binding affinity (normalized) is 0.452. (3) The peptide sequence is RIEQLYPFA. The MHC is HLA-B18:01 with pseudo-sequence HLA-B18:01. The binding affinity (normalized) is 0.0847. (4) The peptide sequence is NRCFYVELI. The MHC is HLA-A23:01 with pseudo-sequence HLA-A23:01. The binding affinity (normalized) is 0.0712. (5) The peptide sequence is RGYVFQGL. The MHC is HLA-B44:02 with pseudo-sequence HLA-B44:02. The binding affinity (normalized) is 0. (6) The peptide sequence is RRRTAGMIIM. The MHC is Mamu-A02 with pseudo-sequence Mamu-A02. The binding affinity (normalized) is 0.559.